Dataset: Full USPTO retrosynthesis dataset with 1.9M reactions from patents (1976-2016). Task: Predict the reactants needed to synthesize the given product. (1) Given the product [CH3:19][O:20][C:21]1[CH:22]=[C:23]([C:29]2[C@@H:38]3[C@@H:33]([CH2:34][CH:35]=[CH:36][CH2:37]3)[C:32](=[O:39])[N:31]([CH:40]3[CH2:45][CH2:44][N:43]([CH2:2][CH2:3][CH2:4][CH2:5][CH2:6][CH2:7][N:8]4[C:16](=[O:17])[C:15]5[C:10](=[CH:11][CH:12]=[CH:13][CH:14]=5)[C:9]4=[O:18])[CH2:42][CH2:41]3)[N:30]=2)[CH:24]=[CH:25][C:26]=1[O:27][CH3:28], predict the reactants needed to synthesize it. The reactants are: Br[CH2:2][CH2:3][CH2:4][CH2:5][CH2:6][CH2:7][N:8]1[C:16](=[O:17])[C:15]2[C:10](=[CH:11][CH:12]=[CH:13][CH:14]=2)[C:9]1=[O:18].[CH3:19][O:20][C:21]1[CH:22]=[C:23]([C:29]2[C@@H:38]3[C@@H:33]([CH2:34][CH:35]=[CH:36][CH2:37]3)[C:32](=[O:39])[N:31]([CH:40]3[CH2:45][CH2:44][NH:43][CH2:42][CH2:41]3)[N:30]=2)[CH:24]=[CH:25][C:26]=1[O:27][CH3:28].C(=O)([O-])[O-].[K+].[K+]. (2) Given the product [CH2:29]([O:31][C:32](=[O:49])[CH2:33][C:34]1[CH:39]=[CH:38][C:37]([C:2]2[CH:3]=[CH:4][C:5]([C:8]3[O:12][N:11]=[C:10]([CH3:13])[C:9]=3[CH:14]([OH:28])[CH2:15][O:16][CH2:17][C:18]3[CH:23]=[CH:22][CH:21]=[C:20]([C:24]([F:25])([F:27])[F:26])[CH:19]=3)=[CH:6][CH:7]=2)=[CH:36][CH:35]=1)[CH3:30], predict the reactants needed to synthesize it. The reactants are: Br[C:2]1[CH:7]=[CH:6][C:5]([C:8]2[O:12][N:11]=[C:10]([CH3:13])[C:9]=2[CH:14]([OH:28])[CH2:15][O:16][CH2:17][C:18]2[CH:23]=[CH:22][CH:21]=[C:20]([C:24]([F:27])([F:26])[F:25])[CH:19]=2)=[CH:4][CH:3]=1.[CH2:29]([O:31][C:32](=[O:49])[CH2:33][C:34]1[CH:39]=[CH:38][C:37](B2OC(C)(C)C(C)(C)O2)=[CH:36][CH:35]=1)[CH3:30]. (3) Given the product [CH3:48][CH:49]1[NH:50][CH2:51][CH2:52][N:53]([C:28]2[CH:37]=[CH:36][C:35]3[NH:34][CH:33]=[C:32]4[C:38](=[O:47])[N:39]([C:41]5[CH:46]=[CH:45][CH:44]=[CH:43][N:42]=5)[N:40]=[C:31]4[C:30]=3[N:29]=2)[CH2:54]1, predict the reactants needed to synthesize it. The reactants are: C1(N2C(=O)C3=CNC4C=CC(N5CCNCC5)=NC=4C3=N2)C=CC=CC=1.F[C:28]1[CH:37]=[CH:36][C:35]2[NH:34][CH:33]=[C:32]3[C:38](=[O:47])[N:39]([C:41]4[CH:46]=[CH:45][CH:44]=[CH:43][N:42]=4)[N:40]=[C:31]3[C:30]=2[N:29]=1.[CH3:48][CH:49]1[CH2:54][NH:53][CH2:52][CH2:51][NH:50]1.N1CCNCC1. (4) Given the product [Cl:23][C:20]1[CH:21]=[CH:22][C:17]([O:16][CH2:15][CH2:14][N:11]2[CH2:12][CH2:13][NH:8][CH2:9][CH2:10]2)=[C:18]([CH:19]=1)[C:24]([NH:25][C:26]1[CH:31]=[CH:30][C:29]([N+:32]([O-:34])=[O:33])=[CH:28][C:27]=1[Cl:35])=[O:36], predict the reactants needed to synthesize it. The reactants are: C(OC([N:8]1[CH2:13][CH2:12][N:11]([CH2:14][CH2:15][O:16][C:17]2[CH:22]=[CH:21][C:20]([Cl:23])=[CH:19][C:18]=2[C:24](=[O:36])[NH:25][C:26]2[CH:31]=[CH:30][C:29]([N+:32]([O-:34])=[O:33])=[CH:28][C:27]=2[Cl:35])[CH2:10][CH2:9]1)=O)(C)(C)C.C(O)(C(F)(F)F)=O. (5) Given the product [F:1][C:2]1[C:3]([CH3:12])=[C:4]([C:5]([N:58]2[CH2:57][CH2:56][N:55]3[C:51]([C:50]4[S:46][N:47]=[CH:48][N:49]=4)=[N:52][N:53]=[C:54]3[CH2:59]2)=[O:7])[CH:8]=[CH:9][C:10]=1[F:11], predict the reactants needed to synthesize it. The reactants are: [F:1][C:2]1[C:3]([CH3:12])=[C:4]([CH:8]=[CH:9][C:10]=1[F:11])[C:5]([OH:7])=O.CN(C(ON1N=NC2C=CC=NC1=2)=[N+](C)C)C.F[P-](F)(F)(F)(F)F.CCN(C(C)C)C(C)C.[S:46]1[C:50]([C:51]2[N:55]3[CH2:56][CH2:57][NH:58][CH2:59][C:54]3=[N:53][N:52]=2)=[N:49][CH:48]=[N:47]1. (6) Given the product [CH3:1][O:2][C:3](=[O:15])[CH2:4][NH:5][CH2:6][C:7]1[CH:8]=[CH:9][C:10]([O:13][CH3:14])=[CH:11][CH:12]=1, predict the reactants needed to synthesize it. The reactants are: [CH3:1][O:2][C:3](=[O:15])[CH2:4][N:5]=[CH:6][C:7]1[CH:12]=[CH:11][C:10]([O:13][CH3:14])=[CH:9][CH:8]=1.[BH4-].[Na+].